Predict the product of the given reaction. From a dataset of Forward reaction prediction with 1.9M reactions from USPTO patents (1976-2016). (1) Given the reactants C(O[C:6]([NH:8][C@H:9]([C:11]1[C:20]([C:21]([OH:23])=[O:22])=[CH:19][C:18]2[C:13](=[C:14]([Cl:24])[CH:15]=[CH:16][CH:17]=2)[N:12]=1)[CH3:10])=O)(C)(C)C.[NH2:25][C:26]1[C:31]([C:32]#[N:33])=C(Cl)[N:29]=[CH:28][N:27]=1, predict the reaction product. The product is: [NH2:25][C:26]1[N:27]=[CH:28][N:29]=[C:6]([NH:8][C@H:9]([C:11]2[C:20]([C:21]([OH:23])=[O:22])=[CH:19][C:18]3[C:13](=[C:14]([Cl:24])[CH:15]=[CH:16][CH:17]=3)[N:12]=2)[CH3:10])[C:31]=1[C:32]#[N:33]. (2) Given the reactants [O:1]1[C:5]2[CH:6]=[CH:7][C:8]([CH2:10][CH:11]=O)=[CH:9][C:4]=2[O:3][CH2:2]1.[N:13]1([C:18]2[N:23]=[C:22]([CH:24]3[CH2:28][CH2:27][CH2:26][N:25]3[CH2:29][CH2:30][NH2:31])[CH:21]=[C:20]([CH3:32])[N:19]=2)[CH:17]=[CH:16][N:15]=[CH:14]1, predict the reaction product. The product is: [O:1]1[C:5]2[CH:6]=[CH:7][C:8]([CH2:10][CH2:11][NH:31][CH2:30][CH2:29][N:25]3[CH2:26][CH2:27][CH2:28][CH:24]3[C:22]3[CH:21]=[C:20]([CH3:32])[N:19]=[C:18]([N:13]4[CH:17]=[CH:16][N:15]=[CH:14]4)[N:23]=3)=[CH:9][C:4]=2[O:3][CH2:2]1. (3) Given the reactants [CH3:1][C:2]1([C:7]2[CH:8]=[N:9][C:10]3[N:11]([C:13]([CH2:16][C:17]4[CH:18]=[C:19]5[C:24](=[CH:25][CH:26]=4)[N:23]=[CH:22][CH:21]=[CH:20]5)=[CH:14][N:15]=3)[N:12]=2)OCC[O:3]1.C([O-])([O-])=O.[Na+].[Na+], predict the reaction product. The product is: [N:23]1[C:24]2[C:19](=[CH:18][C:17]([CH2:16][C:13]3[N:11]4[N:12]=[C:7]([C:2](=[O:3])[CH3:1])[CH:8]=[N:9][C:10]4=[N:15][CH:14]=3)=[CH:26][CH:25]=2)[CH:20]=[CH:21][CH:22]=1. (4) Given the reactants [F:1][C:2]1[C:10]2[NH:9][C:8](=[O:11])[N:7]([CH:12]3[CH2:17][CH2:16][N:15](C(OC(C)(C)C)=O)[CH2:14][CH2:13]3)[C:6]=2[CH:5]=[C:4]([CH3:25])[CH:3]=1.[ClH:26], predict the reaction product. The product is: [ClH:26].[F:1][C:2]1[C:10]2[NH:9][C:8](=[O:11])[N:7]([CH:12]3[CH2:17][CH2:16][NH:15][CH2:14][CH2:13]3)[C:6]=2[CH:5]=[C:4]([CH3:25])[CH:3]=1.[ClH:26]. (5) Given the reactants [CH:1]1([N:7]2[C:12]3[N:13]=[C:14]([NH:18][CH2:19][CH3:20])[N:15]=[C:16]([CH3:17])[C:11]=3[CH:10]=[CH:9][C:8]2=[O:21])[CH2:6][CH2:5][CH2:4][CH2:3][CH2:2]1.[Br:22]Br, predict the reaction product. The product is: [Br:22][C:9]1[C:8](=[O:21])[N:7]([CH:1]2[CH2:2][CH2:3][CH2:4][CH2:5][CH2:6]2)[C:12]2[N:13]=[C:14]([NH:18][CH2:19][CH3:20])[N:15]=[C:16]([CH3:17])[C:11]=2[CH:10]=1. (6) Given the reactants C1C=C[NH+]=CC=1.[O-][Cr](Cl)(=O)=O.C([O-])(=O)C.[Na+].[C:17]([O:21][C:22](=[O:33])[NH:23][CH2:24][C:25]1[CH:30]=[CH:29][CH:28]=[C:27]([CH2:31][OH:32])[CH:26]=1)([CH3:20])([CH3:19])[CH3:18], predict the reaction product. The product is: [C:17]([O:21][C:22](=[O:33])[NH:23][CH2:24][C:25]1[CH:30]=[CH:29][CH:28]=[C:27]([CH:31]=[O:32])[CH:26]=1)([CH3:20])([CH3:18])[CH3:19]. (7) The product is: [C:8]1([S:14]([N:17]2[CH:21]=[C:20]([CH:37]=[CH:36][C:32]3[CH:33]=[CH:34][CH:35]=[C:30]([F:29])[CH:31]=3)[C:19]([C:23]3[CH:24]=[N:25][CH:26]=[CH:27][CH:28]=3)=[N:18]2)(=[O:16])=[O:15])[CH:13]=[CH:12][CH:11]=[CH:10][CH:9]=1. Given the reactants C1(C)C=CC=CC=1.[C:8]1([S:14]([N:17]2[CH:21]=[C:20](Br)[C:19]([C:23]3[CH:24]=[N:25][CH:26]=[CH:27][CH:28]=3)=[N:18]2)(=[O:16])=[O:15])[CH:13]=[CH:12][CH:11]=[CH:10][CH:9]=1.[F:29][C:30]1[CH:31]=[C:32](/[CH:36]=[CH:37]/B(O)O)[CH:33]=[CH:34][CH:35]=1.[O-]P([O-])([O-])=O.[K+].[K+].[K+], predict the reaction product. (8) Given the reactants [C:1]([C:3]([C:23](=O)[CH3:24])=[CH:4][C:5]1[O:13][C:12]2[CH:11]=[CH:10][N:9]=[C:8]([NH:14][C:15](=[O:22])[C:16]3[CH:21]=[CH:20][CH:19]=[CH:18][CH:17]=3)[C:7]=2[CH:6]=1)#[N:2].[NH2:26][C:27]([C:31]1[CH:36]=[CH:35][C:34]([Cl:37])=[CH:33][CH:32]=1)=[CH:28][C:29]#[N:30], predict the reaction product. The product is: [C:29]([C:28]1[CH:4]([C:5]2[O:13][C:12]3[CH:11]=[CH:10][N:9]=[C:8]([NH:14][C:15](=[O:22])[C:16]4[CH:21]=[CH:20][CH:19]=[CH:18][CH:17]=4)[C:7]=3[CH:6]=2)[C:3]([C:1]#[N:2])=[C:23]([CH3:24])[NH:26][C:27]=1[C:31]1[CH:32]=[CH:33][C:34]([Cl:37])=[CH:35][CH:36]=1)#[N:30].